From a dataset of Full USPTO retrosynthesis dataset with 1.9M reactions from patents (1976-2016). Predict the reactants needed to synthesize the given product. (1) Given the product [ClH:50].[F:34][C:24]([F:23])([F:33])[C:25]1[N:30]=[CH:29][C:28]([CH2:31][NH:1][CH:2]2[CH2:3][CH2:4][N:5]([CH2:8][C@H:9]3[N:19]4[C:20]5[N:11]([C:12](=[O:22])[CH:13]=[CH:14][C:15]=5[CH:16]=[CH:17][C:18]4=[O:21])[CH2:10]3)[CH2:6][CH2:7]2)=[CH:27][CH:26]=1, predict the reactants needed to synthesize it. The reactants are: [NH2:1][CH:2]1[CH2:7][CH2:6][N:5]([CH2:8][C@H:9]2[N:19]3[C:20]4[N:11]([C:12](=[O:22])[CH:13]=[CH:14][C:15]=4[CH:16]=[CH:17][C:18]3=[O:21])[CH2:10]2)[CH2:4][CH2:3]1.[F:23][C:24]([F:34])([F:33])[C:25]1[N:30]=[CH:29][C:28]([CH:31]=O)=[CH:27][CH:26]=1.[BH-](OC(C)=O)(OC(C)=O)OC(C)=O.[Na+].C(Cl)[Cl:50]. (2) Given the product [Cl:23][C:18]1[N:17]=[C:16]([C:15]2[CH:14]=[N:25][N:26]3[CH:31]=[CH:30][CH:29]=[CH:28][C:27]=23)[C:21]([Cl:22])=[CH:20][N:19]=1, predict the reactants needed to synthesize it. The reactants are: C([O-])([O-])=O.[K+].[K+].[OH-].[K+].C(O/[CH:14]=[CH:15]/[C:16]1[C:21]([Cl:22])=[CH:20][N:19]=[C:18]([Cl:23])[N:17]=1)CCC.[I-].[NH2:25][N+:26]1[CH:31]=[CH:30][CH:29]=[CH:28][CH:27]=1. (3) Given the product [CH2:12]([O:13][CH2:20][C:21]1[CH:26]=[CH:25][CH:24]=[CH:23][CH:22]=1)[C:11]1[CH:14]=[CH:15][CH:16]=[CH:9][CH:10]=1, predict the reactants needed to synthesize it. The reactants are: C(=O)([O-])[O-].[Cs+].[Cs+].CO[C:9]1[CH:10]=[C:11]([CH:14]=[CH:15][C:16]=1[N+]([O-])=O)[CH2:12][OH:13].[CH2:20](Br)[C:21]1[CH:26]=[CH:25][CH:24]=[CH:23][CH:22]=1. (4) Given the product [OH:5][C:3]1[C:2]([C:1]([O:9][CH2:10][CH3:11])=[O:8])=[CH:14][N:13]=[CH:12][N:16]=1, predict the reactants needed to synthesize it. The reactants are: [C:1]([O:9][CH2:10][CH3:11])(=[O:8])[CH2:2][C:3]([O:5]CC)=O.[CH:12](NC=O)([NH:16]C=O)[NH:13][CH:14]=O.C1(C)C=CC(S(O)(=O)=O)=CC=1. (5) Given the product [C:1]([N:6]1[CH2:11][CH2:10][CH:9]([N:12]([C@H:24]2[CH2:29][CH2:28][C@H:27]([CH3:30])[CH2:26][CH2:25]2)[C:13]([NH:15][C:16]2[S:17][C:18]([S:21][CH2:40][CH2:39][N:41]([CH2:45][CH3:46])[CH2:42][CH3:43])=[CH:19][N:20]=2)=[O:14])[CH2:8][CH2:7]1)(=[O:5])[CH2:2][CH2:3][CH3:4], predict the reactants needed to synthesize it. The reactants are: [C:1]([N:6]1[CH2:11][CH2:10][CH:9]([N:12]([C@H:24]2[CH2:29][CH2:28][C@H:27]([CH3:30])[CH2:26][CH2:25]2)[C:13]([NH:15][C:16]2[S:17][C:18]([S:21]C#N)=[CH:19][N:20]=2)=[O:14])[CH2:8][CH2:7]1)(=[O:5])[CH2:2][CH2:3][CH3:4].SC[C@@H]([C@@H](CS)O)O.[CH2:39]([N:41]([CH2:45][CH3:46])[CH2:42][CH2:43]S)[CH3:40].